Dataset: Peptide-MHC class II binding affinity with 134,281 pairs from IEDB. Task: Regression. Given a peptide amino acid sequence and an MHC pseudo amino acid sequence, predict their binding affinity value. This is MHC class II binding data. (1) The peptide sequence is QWIIRNWETVKIQWS. The MHC is DRB1_0404 with pseudo-sequence DRB1_0404. The binding affinity (normalized) is 0.744. (2) The peptide sequence is LKLATGMRNVPEKQT. The MHC is HLA-DPA10301-DPB10402 with pseudo-sequence HLA-DPA10301-DPB10402. The binding affinity (normalized) is 0.104. (3) The peptide sequence is AAFLHATDLLPACAA. The MHC is HLA-DQA10102-DQB10602 with pseudo-sequence HLA-DQA10102-DQB10602. The binding affinity (normalized) is 0.803. (4) The peptide sequence is VTDLFAAQPGLTSAV. The MHC is DRB1_0405 with pseudo-sequence DRB1_0405. The binding affinity (normalized) is 0.353. (5) The peptide sequence is DSKHQLDMIITAVNS. The MHC is DRB1_0401 with pseudo-sequence DRB1_0401. The binding affinity (normalized) is 0.120.